This data is from Full USPTO retrosynthesis dataset with 1.9M reactions from patents (1976-2016). The task is: Predict the reactants needed to synthesize the given product. The reactants are: [C:1]([C:3]1[CH:4]=[C:5]([C:13]2[S:17][C:16]([C:18]3[C:19]([CH3:35])=[C:20]4[C:25](=[CH:26][CH:27]=3)[CH2:24][N:23]([CH2:28][CH2:29][C:30]([O:32]CC)=[O:31])[CH2:22][CH2:21]4)=[N:15][N:14]=2)[CH:6]=[CH:7][C:8]=1[O:9][CH:10]([CH3:12])[CH3:11])#[N:2].[OH-].[Na+:37]. Given the product [Na+:37].[C:1]([C:3]1[CH:4]=[C:5]([C:13]2[S:17][C:16]([C:18]3[C:19]([CH3:35])=[C:20]4[C:25](=[CH:26][CH:27]=3)[CH2:24][N:23]([CH2:28][CH2:29][C:30]([O-:32])=[O:31])[CH2:22][CH2:21]4)=[N:15][N:14]=2)[CH:6]=[CH:7][C:8]=1[O:9][CH:10]([CH3:12])[CH3:11])#[N:2], predict the reactants needed to synthesize it.